From a dataset of CYP2C19 inhibition data for predicting drug metabolism from PubChem BioAssay. Regression/Classification. Given a drug SMILES string, predict its absorption, distribution, metabolism, or excretion properties. Task type varies by dataset: regression for continuous measurements (e.g., permeability, clearance, half-life) or binary classification for categorical outcomes (e.g., BBB penetration, CYP inhibition). Dataset: cyp2c19_veith. (1) The molecule is Nc1nc2c(c(=O)[nH]1)N[C@H](CCNc1ccc(C(=O)O)cc1)CN2. The result is 0 (non-inhibitor). (2) The molecule is COCCc1ccc(OC[C@H](O)CNC(C)C)cc1.COCCc1ccc(OC[C@H](O)CNC(C)C)cc1.O=C(O)[C@@H](O)[C@@H](O)C(=O)O. The result is 0 (non-inhibitor). (3) The result is 1 (inhibitor). The drug is Cc1ccc(N(C(C)C(=O)Nc2cc(Cl)ccc2Oc2ccccc2)S(C)(=O)=O)cc1. (4) The molecule is CS(=O)(=O)O.Nc1ncnc2c1ncn2C1CCCC1. The result is 0 (non-inhibitor). (5) The drug is O=C1c2ccccc2C(=O)N1c1ccc2nc(-c3ccc(Br)o3)[nH]c2c1. The result is 1 (inhibitor). (6) The compound is Cc1[nH]nc(Nc2ccccc2)c1[N+](=O)[O-]. The result is 1 (inhibitor). (7) The compound is CCCn1cnc2c1c(=O)n(CCCCC(C)=O)c(=O)n2C. The result is 0 (non-inhibitor). (8) The drug is CCOC(=O)CCCc1c[nH]c2ccccc12. The result is 1 (inhibitor).